This data is from Reaction yield outcomes from USPTO patents with 853,638 reactions. The task is: Predict the reaction yield, written as a fraction of the theoretical maximum amount of product (1.0 means a 100% yield; for example, 0.34 means a 34% yield). (1) The reactants are Br[C:2]1[CH:7]=[CH:6][C:5]([C@@H:8]([N:10]2[CH2:15][CH2:14][C@@:13]([C:21]3[CH:26]=[CH:25][C:24]([F:27])=[CH:23][CH:22]=3)([CH2:16][C:17]([OH:20])([CH3:19])[CH3:18])[O:12][C:11]2=[O:28])[CH3:9])=[CH:4][CH:3]=1.[CH3:29][C:30]1([CH3:46])[C:34]([CH3:36])([CH3:35])[O:33][B:32]([B:32]2[O:33][C:34]([CH3:36])([CH3:35])[C:30]([CH3:46])([CH3:29])[O:31]2)[O:31]1.CC([O-])=O.[K+]. The catalyst is CS(C)=O.CCOC(C)=O. The product is [F:27][C:24]1[CH:25]=[CH:26][C:21]([C@:13]2([CH2:16][C:17]([OH:20])([CH3:19])[CH3:18])[O:12][C:11](=[O:28])[N:10]([C@H:8]([C:5]3[CH:6]=[CH:7][C:2]([B:32]4[O:33][C:34]([CH3:36])([CH3:35])[C:30]([CH3:46])([CH3:29])[O:31]4)=[CH:3][CH:4]=3)[CH3:9])[CH2:15][CH2:14]2)=[CH:22][CH:23]=1. The yield is 0.990. (2) The reactants are [C:1]([C:3]1[CH:7]=[C:6]([CH:8]=[O:9])[S:5][CH:4]=1)#[N:2].O1C[CH2:13][CH2:12][CH2:11]1.C([Mg]Cl)(C)C.C(OCC)(=O)C. The catalyst is CCOCC. The product is [C:1]([C:3]1[CH:7]=[C:6]([CH:8]([OH:9])[CH:12]([CH3:13])[CH3:11])[S:5][CH:4]=1)#[N:2]. The yield is 0.470. (3) The reactants are Cl[C:2]1[CH:11]=[CH:10][C:9]2[C:4](=[C:5]([C:12]3[NH:20][C:19]4[CH:18]([CH2:21][CH3:22])[CH2:17][NH:16][C:15](=[O:23])[C:14]=4[CH:13]=3)[CH:6]=[CH:7][CH:8]=2)[N:3]=1.[NH2:24][C:25]1[CH:30]=[CH:29][CH:28]=[CH:27][CH:26]=1.[Li+].C[Si]([N-][Si](C)(C)C)(C)C.C(O)(C(F)(F)F)=O. No catalyst specified. The product is [CH2:21]([CH:18]1[CH2:17][NH:16][C:15](=[O:23])[C:14]2[CH:13]=[C:12]([C:5]3[CH:6]=[CH:7][CH:8]=[C:9]4[C:4]=3[N:3]=[C:2]([NH:24][C:25]3[CH:30]=[CH:29][CH:28]=[CH:27][CH:26]=3)[CH:11]=[CH:10]4)[NH:20][C:19]1=2)[CH3:22]. The yield is 0.238. (4) The reactants are [O:1]=[C:2]1[NH:6][CH2:5][CH:4]([CH2:7][N:8]2[C:16]3[C:11](=[CH:12][CH:13]=[CH:14][CH:15]=3)[C:10]3([C:20]4=[CH:21][C:22]5[O:26][CH2:25][O:24][C:23]=5[CH:27]=[C:19]4[O:18][CH2:17]3)[C:9]2=[O:28])[O:3]1.[OH-].[Na+].S(OC)(O[CH3:35])(=O)=O. The catalyst is [Br-].C([N+](CCCC)(CCCC)CCCC)CCC.O1CCCC1. The product is [CH3:35][N:6]1[CH2:5][CH:4]([CH2:7][N:8]2[C:16]3[C:11](=[CH:12][CH:13]=[CH:14][CH:15]=3)[C:10]3([C:20]4=[CH:21][C:22]5[O:26][CH2:25][O:24][C:23]=5[CH:27]=[C:19]4[O:18][CH2:17]3)[C:9]2=[O:28])[O:3][C:2]1=[O:1]. The yield is 0.400. (5) The reactants are [Br:1][C:2]1[C:6]([CH2:7]Cl)=[CH:5][N:4]([C:9]([CH2:12][CH3:13])([CH3:11])[CH3:10])[N:3]=1.[I-:14].[Na+]. The catalyst is CC(C)=O. The product is [Br:1][C:2]1[C:6]([CH2:7][I:14])=[CH:5][N:4]([C:9]([CH2:12][CH3:13])([CH3:11])[CH3:10])[N:3]=1. The yield is 0.850. (6) The reactants are [Cl:1][C:2]1[N:10]=[CH:9][N:8]=[C:7]2[C:3]=1[N:4]=[CH:5][NH:6]2.[CH3:11][C:12]1C=C[C:15](S(O)(=O)=O)=[CH:14][CH:13]=1.C([O:24]C(=O)C)C. No catalyst specified. The product is [Cl:1][C:2]1[N:10]=[CH:9][N:8]=[C:7]2[C:3]=1[N:4]=[CH:5][N:6]2[CH:15]1[CH2:14][CH2:13][CH2:12][CH2:11][O:24]1. The yield is 0.970. (7) The product is [CH3:22][O:23][C:24](=[O:46])[CH:25]([N:32]1[CH2:33][CH2:34][N:35]([C:38]2[CH:43]=[CH:42][C:41]([NH:44][C:4](=[O:6])[CH:3]([CH2:1][CH3:2])[CH2:7][CH3:8])=[CH:40][C:39]=2[F:45])[CH2:36][CH2:37]1)[C:26]1[CH:31]=[CH:30][CH:29]=[CH:28][CH:27]=1. The reactants are [CH2:1]([CH:3]([CH2:7][CH3:8])[C:4]([OH:6])=O)[CH3:2].N=C=N.C1C=CC2N(O)N=NC=2C=1.[CH3:22][O:23][C:24](=[O:46])[CH:25]([N:32]1[CH2:37][CH2:36][N:35]([C:38]2[CH:43]=[CH:42][C:41]([NH2:44])=[CH:40][C:39]=2[F:45])[CH2:34][CH2:33]1)[C:26]1[CH:31]=[CH:30][CH:29]=[CH:28][CH:27]=1.C(=O)([O-])[O-]. The catalyst is C(Cl)Cl. The yield is 0.570. (8) The reactants are [C:1]([C:3]1[CH:4]=[N:5][CH:6]=[CH:7][CH:8]=1)#[N:2].[CH2:9]([C:11]1[CH:17]=[CH:16][C:14]([NH2:15])=[CH:13][CH:12]=1)[CH3:10].[K+].[Br-]. No catalyst specified. The product is [CH2:9]([C:11]1[CH:17]=[CH:16][C:14]([NH:15][C:1]([C:3]2[CH:4]=[N:5][CH:6]=[CH:7][CH:8]=2)=[NH:2])=[CH:13][CH:12]=1)[CH3:10]. The yield is 0.849.